This data is from NCI-60 drug combinations with 297,098 pairs across 59 cell lines. The task is: Regression. Given two drug SMILES strings and cell line genomic features, predict the synergy score measuring deviation from expected non-interaction effect. Drug 1: C1=CN(C(=O)N=C1N)C2C(C(C(O2)CO)O)O.Cl. Drug 2: C1=CC=C(C(=C1)C(C2=CC=C(C=C2)Cl)C(Cl)Cl)Cl. Cell line: U251. Synergy scores: CSS=15.8, Synergy_ZIP=-1.43, Synergy_Bliss=1.67, Synergy_Loewe=-16.7, Synergy_HSA=-2.38.